Task: Regression/Classification. Given a drug SMILES string, predict its absorption, distribution, metabolism, or excretion properties. Task type varies by dataset: regression for continuous measurements (e.g., permeability, clearance, half-life) or binary classification for categorical outcomes (e.g., BBB penetration, CYP inhibition). Dataset: cyp2d6_substrate_carbonmangels.. Dataset: CYP2D6 substrate classification data from Carbon-Mangels et al. (1) The compound is CN(C)CCCN1c2ccccc2Sc2ccccc21. The result is 1 (substrate). (2) The result is 0 (non-substrate). The molecule is Clc1ccc(CO[C@@H](Cn2ccnc2)c2ccc(Cl)cc2Cl)cc1. (3) The compound is Nc1ccc(S(N)(=O)=O)cc1. The result is 0 (non-substrate). (4) The compound is CNC[C@H](O)c1ccc(O)c(O)c1. The result is 0 (non-substrate). (5) The compound is CC(C)c1nc(CN(C)C(=O)N[C@H](C(=O)N[C@@H](Cc2ccccc2)C[C@H](O)[C@H](Cc2ccccc2)NC(=O)OCc2cncs2)C(C)C)cs1. The result is 1 (substrate). (6) The result is 1 (substrate). The molecule is CN(C)CC/C=C1/c2ccccc2COc2ccccc21. (7) The molecule is C[C@]12C=CC(=O)C=C1CC[C@@H]1[C@@H]2CC[C@]2(C)[C@@H](O)CC[C@@H]12. The result is 0 (non-substrate). (8) The molecule is CCOC(=O)C(C)(C)Oc1ccc(Cl)cc1. The result is 0 (non-substrate). (9) The result is 1 (substrate). The compound is CNC(=O)Oc1cc(C)c(SC)c(C)c1. (10) The molecule is C#C[C@]1(O)C=C[C@H]2[C@@H]3CCC4=CC(=O)CC[C@@H]4[C@H]3CC[C@@]21CC. The result is 0 (non-substrate).